This data is from Reaction yield outcomes from USPTO patents with 853,638 reactions. The task is: Predict the reaction yield, written as a fraction of the theoretical maximum amount of product (1.0 means a 100% yield; for example, 0.34 means a 34% yield). The reactants are [C:1]([O:5][C:6](=[O:20])[CH2:7][CH2:8][S:9][CH2:10][C:11]1[CH:12]=[C:13]([CH:17]=[CH:18][CH:19]=1)[C:14](O)=[O:15])([CH3:4])([CH3:3])[CH3:2].C(Cl)(=O)C([Cl:24])=O. The catalyst is ClCCl.CN(C)C=O. The product is [Cl:24][C:14]([C:13]1[CH:12]=[C:11]([CH:19]=[CH:18][CH:17]=1)[CH2:10][S:9][CH2:8][CH2:7][C:6]([O:5][C:1]([CH3:4])([CH3:3])[CH3:2])=[O:20])=[O:15]. The yield is 0.990.